This data is from Full USPTO retrosynthesis dataset with 1.9M reactions from patents (1976-2016). The task is: Predict the reactants needed to synthesize the given product. (1) Given the product [Br:1][C:2]1[CH:3]=[CH:4][C:5]([O:32][C:33]2[CH:38]=[CH:37][C:36]([C:39](=[O:40])[NH:42][CH2:43][CH2:44][N:45]3[CH2:49][CH2:48][CH2:47][CH2:46]3)=[CH:35][CH:34]=2)=[C:6]([CH:8]2[C:13]3([C:21]4[C:16](=[CH:17][C:18]([Cl:22])=[CH:19][CH:20]=4)[NH:15][C:14]3=[O:23])[CH:12]([C:24]3[CH:29]=[CH:28][CH:27]=[C:26]([Cl:30])[CH:25]=3)[CH2:11][C:10](=[O:31])[NH:9]2)[CH:7]=1, predict the reactants needed to synthesize it. The reactants are: [Br:1][C:2]1[CH:3]=[CH:4][C:5]([O:32][C:33]2[CH:38]=[CH:37][C:36]([C:39](F)=[O:40])=[CH:35][CH:34]=2)=[C:6]([CH:8]2[C:13]3([C:21]4[C:16](=[CH:17][C:18]([Cl:22])=[CH:19][CH:20]=4)[NH:15][C:14]3=[O:23])[CH:12]([C:24]3[CH:29]=[CH:28][CH:27]=[C:26]([Cl:30])[CH:25]=3)[CH2:11][C:10](=[O:31])[NH:9]2)[CH:7]=1.[NH2:42][CH2:43][CH2:44][N:45]1[CH2:49][CH2:48][CH2:47][CH2:46]1.CN1CCOCC1. (2) Given the product [CH3:14][N:11]1[CH2:10][CH2:9][N:8]([CH2:7][C:6]([OH:15])=[O:5])[CH2:13][CH2:12]1, predict the reactants needed to synthesize it. The reactants are: [OH-].[Na+].C([O:5][C:6](=[O:15])[CH2:7][N:8]1[CH2:13][CH2:12][N:11]([CH3:14])[CH2:10][CH2:9]1)C. (3) Given the product [CH:8]1[S:7][CH:6]=[C:15]2[C:9]=1[C:10]1[CH:23]=[CH:22][CH:21]=[CH:20][C:11]=1[S:12][C:13]1[CH:19]=[CH:18][CH:17]=[CH:16][C:14]2=1, predict the reactants needed to synthesize it. The reactants are: C(OC([C:6]1[S:7][C:8](C(O)=O)=[C:9]2[C:15]=1[C:14]1[CH:16]=[CH:17][CH:18]=[CH:19][C:13]=1[S:12][C:11]1[CH:20]=[CH:21][CH:22]=[CH:23][C:10]2=1)=O)C.C(OC(C1SC=C2C=1C1C=CC=CC=1SC1C=CC=CC2=1)=O)C. (4) Given the product [OH:37][C:28]1[C:29]([OH:35])=[C:30]([OH:33])[CH:31]=[CH:32][C:27]=1[C:23]1[CH:24]=[CH:25][CH:26]=[C:21]([C:19]([NH:18][C:13]2[CH:14]=[CH:15][CH:16]=[CH:17][C:12]=2[C:9]2[S:8][C:7]([CH2:6][C:5]([OH:39])=[O:4])=[CH:11][CH:10]=2)=[O:20])[CH:22]=1.[CH3:3][O:4][C:5](=[O:39])[CH2:6][C:7]1[S:8][C:9]([C:12]2[CH:17]=[CH:16][CH:15]=[CH:14][C:13]=2[NH:18][C:19]([C:21]2[CH:22]=[C:23]([C:27]3[CH:32]=[CH:31][C:30]([OH:33])=[C:29]([OH:35])[C:28]=3[OH:37])[CH:24]=[CH:25][CH:26]=2)=[O:20])=[CH:10][CH:11]=1, predict the reactants needed to synthesize it. The reactants are: N#N.[CH3:3][O:4][C:5](=[O:39])[CH2:6][C:7]1[S:8][C:9]([C:12]2[CH:17]=[CH:16][CH:15]=[CH:14][C:13]=2[NH:18][C:19]([C:21]2[CH:22]=[C:23]([C:27]3[CH:32]=[CH:31][C:30]([O:33]C)=[C:29]([O:35]C)[C:28]=3[O:37]C)[CH:24]=[CH:25][CH:26]=2)=[O:20])=[CH:10][CH:11]=1.B(Br)(Br)Br.O. (5) Given the product [C:1]([N:4]1[C@@H:10]([CH3:11])[C@H:9]([NH:12][C:13](=[O:25])[C@@H:14]([N:16]([CH3:24])[C:17](=[O:23])[O:18][C:19]([CH3:22])([CH3:21])[CH3:20])[CH3:15])[C:8](=[O:26])[N:7]([CH2:32][C:33]2[C:42]3[C:37](=[CH:38][CH:39]=[CH:40][CH:41]=3)[CH:36]=[CH:35][C:34]=2[O:43][CH3:44])[C:6]2[CH:27]=[CH:28][CH:29]=[CH:30][C:5]1=2)(=[O:3])[CH3:2], predict the reactants needed to synthesize it. The reactants are: [C:1]([N:4]1[C@@H:10]([CH3:11])[C@H:9]([NH:12][C:13](=[O:25])[C@@H:14]([N:16]([CH3:24])[C:17](=[O:23])[O:18][C:19]([CH3:22])([CH3:21])[CH3:20])[CH3:15])[C:8](=[O:26])[NH:7][C:6]2[CH:27]=[CH:28][CH:29]=[CH:30][C:5]1=2)(=[O:3])[CH3:2].Cl[CH2:32][C:33]1[C:42]2[C:37](=[CH:38][CH:39]=[CH:40][CH:41]=2)[CH:36]=[CH:35][C:34]=1[O:43][CH3:44].C(=O)([O-])[O-].[Cs+].[Cs+].[I-].[Na+].